This data is from Forward reaction prediction with 1.9M reactions from USPTO patents (1976-2016). The task is: Predict the product of the given reaction. (1) Given the reactants C([O:8][C:9]1[C:14]2[N:15]=[C:16]([CH3:18])[O:17][C:13]=2[CH:12]=[CH:11][C:10]=1[CH:19]([O:25][C:26]([CH3:29])([CH3:28])[CH3:27])[C:20]([O:22][CH2:23][CH3:24])=[O:21])C1C=CC=CC=1, predict the reaction product. The product is: [C:26]([O:25][CH:19]([C:10]1[CH:11]=[CH:12][C:13]2[O:17][C:16]([CH3:18])=[N:15][C:14]=2[C:9]=1[OH:8])[C:20]([O:22][CH2:23][CH3:24])=[O:21])([CH3:28])([CH3:27])[CH3:29]. (2) Given the reactants [CH3:1][C:2]1[N:7]=[C:6]2[S:8][C:9]3[CH2:13][CH2:12][CH2:11][C:10]=3[C:5]2=[C:4]([C:14]2[CH:19]=[CH:18][CH:17]=[CH:16][CH:15]=2)[C:3]=1[CH2:20][C:21]([O:23][CH3:24])=[O:22].[Li+].C[Si]([N-][Si](C)(C)C)(C)C.[CH2:35]1[CH2:39]OC[CH2:36]1.ICCC, predict the reaction product. The product is: [CH3:1][C:2]1[N:7]=[C:6]2[S:8][C:9]3[CH2:13][CH2:12][CH2:11][C:10]=3[C:5]2=[C:4]([C:14]2[CH:15]=[CH:16][CH:17]=[CH:18][CH:19]=2)[C:3]=1[CH:20]([CH2:36][CH2:35][CH3:39])[C:21]([O:23][CH3:24])=[O:22]. (3) The product is: [Cl:13][C:10]1[CH:11]=[CH:12][C:7]([C:5]2[N:6]=[C:2]([C:22]3[CH:27]=[CH:26][CH:25]=[CH:24][CH:23]=3)[O:3][C:4]=2[CH2:14][CH2:15][C:16]([O:18][CH3:19])=[O:17])=[CH:8][CH:9]=1. Given the reactants Cl[C:2]1[O:3][C:4]([CH2:14][CH2:15][C:16]([O:18][CH3:19])=[O:17])=[C:5]([C:7]2[CH:12]=[CH:11][C:10]([Cl:13])=[CH:9][CH:8]=2)[N:6]=1.OB(O)[C:22]1[CH:27]=[CH:26][CH:25]=[CH:24][CH:23]=1.C(=O)([O-])O.[Na+].C1(C)C=CC=CC=1, predict the reaction product. (4) Given the reactants [CH3:1][C:2]1([CH3:20])[C:10]2[C:5](=[CH:6][CH:7]=[C:8]([C:11]3[N:15]([CH3:16])[C:14]([C:17]#[N:18])=[CH:13][CH:12]=3)[CH:9]=2)[C:4](=[O:19])[CH2:3]1.[BH4-].[Na+], predict the reaction product. The product is: [OH:19][CH:4]1[C:5]2[C:10](=[CH:9][C:8]([C:11]3[N:15]([CH3:16])[C:14]([C:17]#[N:18])=[CH:13][CH:12]=3)=[CH:7][CH:6]=2)[C:2]([CH3:20])([CH3:1])[CH2:3]1. (5) Given the reactants [CH3:1][O:2][C:3]([C:5]1[NH:9][C:8]2[C:10]([Br:14])=[C:11]([CH3:13])[S:12][C:7]=2[CH:6]=1)=[O:4].[F:15][C:16]([F:26])([F:25])[C:17]1[CH:24]=[CH:23][C:20]([CH2:21]Br)=[CH:19][CH:18]=1.C([O-])([O-])=O.[Cs+].[Cs+], predict the reaction product. The product is: [CH3:1][O:2][C:3]([C:5]1[N:9]([CH2:21][C:20]2[CH:19]=[CH:18][C:17]([C:16]([F:15])([F:25])[F:26])=[CH:24][CH:23]=2)[C:8]2[C:10]([Br:14])=[C:11]([CH3:13])[S:12][C:7]=2[CH:6]=1)=[O:4]. (6) Given the reactants [C:1]([NH:11][C@H:12]([C:14]([OH:16])=O)[CH3:13])([O:3][CH2:4][C:5]1[CH:10]=[CH:9][CH:8]=[CH:7][CH:6]=1)=[O:2].[C:17]([O:21][C:22]([NH:24][CH:25](N)[CH2:26][CH2:27][NH2:28])=[O:23])([CH3:20])([CH3:19])[CH3:18].O[C:31]1C2N=NNC=2C=CC=1.CN(C(ON1N=NC2C=CC=CC1=2)=[N+](C)C)C.F[P-](F)(F)(F)(F)F.C(N(C(C)C)CC)(C)C, predict the reaction product. The product is: [C:17]([O:21][C:22]([NH:24][CH2:25][CH2:26][CH2:27][NH:28][C:14](=[O:16])[C:12]([NH:11][C:1]([O:3][CH2:4][C:5]1[CH:6]=[CH:7][CH:8]=[CH:9][CH:10]=1)=[O:2])([CH3:13])[CH3:31])=[O:23])([CH3:20])([CH3:19])[CH3:18]. (7) Given the reactants Cl.[NH:2]1[CH2:6][CH2:5][CH2:4][C@@H:3]1[CH2:7][O:8][C:9]1[CH:21]=[CH:20][C:12]([O:13][C:14]2[CH:19]=[CH:18][CH:17]=[CH:16][N:15]=2)=[CH:11][CH:10]=1.[OH-].[Na+].[C:24]([O:28]C)(=[O:27])[CH:25]=[CH2:26].Cl, predict the reaction product. The product is: [N:15]1[CH:16]=[CH:17][CH:18]=[CH:19][C:14]=1[O:13][C:12]1[CH:20]=[CH:21][C:9]([O:8][CH2:7][CH:3]2[CH2:4][CH2:5][CH2:6][N:2]2[CH2:26][CH2:25][C:24]([OH:28])=[O:27])=[CH:10][CH:11]=1.